Dataset: Reaction yield outcomes from USPTO patents with 853,638 reactions. Task: Predict the reaction yield, written as a fraction of the theoretical maximum amount of product (1.0 means a 100% yield; for example, 0.34 means a 34% yield). (1) The reactants are CC([N:5]=[C:6]([C:10]1[CH:11]=[C:12]2[C:17](=[CH:18][CH:19]=1)[N:16]([CH3:20])[CH2:15][CH2:14][CH2:13]2)[CH2:7][CH2:8][CH3:9])(C)C.[CH:21]([C:30]([O:32][CH3:33])=[O:31])([C:26](OC)=[O:27])[C:22](OC)=[O:23]. The catalyst is COCCOCCOC. The product is [CH2:8]([C:7]1[C:22]([OH:23])=[C:21]([C:30]([O:32][CH3:33])=[O:31])[C:26](=[O:27])[NH:5][C:6]=1[C:10]1[CH:11]=[C:12]2[C:17](=[CH:18][CH:19]=1)[N:16]([CH3:20])[CH2:15][CH2:14][CH2:13]2)[CH3:9]. The yield is 0.0650. (2) The reactants are Br[C:2]1[CH:7]=[C:6]([CH3:8])[CH:5]=[C:4]([O:9][CH3:10])[CH:3]=1.[Li]CCCC.[B:16](OC)([O:19]C)[O:17]C.Cl. The catalyst is C1COCC1. The product is [CH3:10][O:9][C:4]1[CH:3]=[C:2]([B:16]([OH:19])[OH:17])[CH:7]=[C:6]([CH3:8])[CH:5]=1. The yield is 0.790. (3) The reactants are [CH2:1]([O:3][C:4](=[O:21])[CH:5]([C:12]1[CH:17]=[CH:16][C:15]([N+:18]([O-])=O)=[CH:14][CH:13]=1)[CH2:6][CH:7]1[CH2:11][CH2:10][CH2:9][CH2:8]1)[CH3:2].[H][H]. The catalyst is C(OCC)(=O)C.[Pd]. The product is [CH2:1]([O:3][C:4](=[O:21])[CH:5]([C:12]1[CH:17]=[CH:16][C:15]([NH2:18])=[CH:14][CH:13]=1)[CH2:6][CH:7]1[CH2:8][CH2:9][CH2:10][CH2:11]1)[CH3:2]. The yield is 0.533. (4) The reactants are [F:1][C:2]1[CH:7]=[CH:6][C:5]([CH:8]2[C:12]3[C:13]([CH3:20])=[C:14]([NH2:19])[C:15]([CH3:18])=[C:16]([CH3:17])[C:11]=3[O:10][C:9]2([CH3:22])[CH3:21])=[CH:4][CH:3]=1.C([O:26][CH2:27][CH3:28])(=O)C. No catalyst specified. The product is [F:1][C:2]1[CH:7]=[CH:6][C:5]([CH:8]2[C:12]3[C:13]([CH3:20])=[C:14]([N:19]4[C:9](=[O:10])[C:8]5[C:28](=[CH:2][CH:3]=[CH:4][CH:5]=5)[C:27]4=[O:26])[C:15]([CH3:18])=[C:16]([CH3:17])[C:11]=3[O:10][C:9]2([CH3:22])[CH3:21])=[CH:4][CH:3]=1. The yield is 0.720. (5) The reactants are [CH:1]1([Mg]Br)[CH2:3][CH2:2]1.Br[C:7]1[C:16]2[C:11](=[CH:12][CH:13]=[CH:14][CH:15]=2)[CH:10]=[CH:9][CH:8]=1. The catalyst is O1CCCC1.Cl[Ni]1(Cl)[P](C2C=CC=CC=2)(C2C=CC=CC=2)CCC[P]1(C1C=CC=CC=1)C1C=CC=CC=1. The product is [CH:1]1([C:15]2[C:16]3[C:11](=[CH:10][CH:9]=[CH:8][CH:7]=3)[CH:12]=[CH:13][CH:14]=2)[CH2:3][CH2:2]1. The yield is 0.760. (6) The reactants are N1(C2[N:12]=[C:11]([NH:13][C:14]3[N:19]=[CH:18][C:17]4[N:20]=[C:21]([CH3:26])[N:22]([CH:23]([CH3:25])[CH3:24])[C:16]=4[CH:15]=3)[CH:10]=[CH:9][N:8]=2)CC=CCC1.[CH3:27][N+:28]1([O-])[CH2:33][CH2:32][O:31][CH2:30][CH2:29]1.C[C:36](C)=[O:37]. The catalyst is O.CO.C(Cl)Cl.O.O.[O-][Os]([O-])(=O)=O.[K+].[K+]. The product is [CH:23]([N:22]1[C:16]2[CH:15]=[C:14]([NH:13][C:11]3[CH:10]=[CH:9][N:8]=[C:27]([N:28]4[CH2:29][CH2:30][CH:36]([OH:37])[CH:32]([OH:31])[CH2:33]4)[N:12]=3)[N:19]=[CH:18][C:17]=2[N:20]=[C:21]1[CH3:26])([CH3:25])[CH3:24]. The yield is 0.830. (7) The reactants are [NH:1]1[C:9]2[CH2:8][CH2:7][CH2:6][CH2:5][C:4]=2[CH:3]=[CH:2]1.[Cl:10][C:11]([Cl:16])([Cl:15])[C:12](Cl)=[O:13]. The catalyst is ClCCCl. The product is [Cl:10][C:11]([Cl:16])([Cl:15])[C:12]([C:2]1[NH:1][C:9]2[CH2:8][CH2:7][CH2:6][CH2:5][C:4]=2[CH:3]=1)=[O:13]. The yield is 1.00. (8) The reactants are FC(F)(F)C([N:5]1[CH2:11][CH:10]2[N:12]([C:13]([O:15][C:16]([CH3:19])([CH3:18])[CH3:17])=[O:14])[CH:7]([CH2:8][CH2:9]2)[CH2:6]1)=[O:4].[OH-].[NH4+]. The catalyst is CO. The product is [NH4+:5].[OH-:4].[CH:7]12[N:12]([C:13]([O:15][C:16]([CH3:19])([CH3:18])[CH3:17])=[O:14])[CH:10]([CH2:9][CH2:8]1)[CH2:11][NH:5][CH2:6]2. The yield is 0.0100.